Dataset: Full USPTO retrosynthesis dataset with 1.9M reactions from patents (1976-2016). Task: Predict the reactants needed to synthesize the given product. (1) Given the product [F:9][C:6]1[CH:5]=[C:4]([Cl:10])[CH:3]=[C:2]([CH:11]2[CH2:13][CH2:12]2)[C:7]=1[NH2:8], predict the reactants needed to synthesize it. The reactants are: Br[C:2]1[C:7]([NH2:8])=[C:6]([F:9])[CH:5]=[C:4]([Cl:10])[CH:3]=1.[CH:11]1(B(O)O)[CH2:13][CH2:12]1.[O-]P([O-])([O-])=O.[K+].[K+].[K+].C1(P(C2CCCCC2)C2CCCCC2)CCCCC1. (2) Given the product [F:1][C:2]1[CH:3]=[C:4]2[C:8](=[CH:9][C:10]=1[OH:11])[N:7]([S:13]([CH3:16])(=[O:14])=[O:15])[CH:6]=[CH:5]2, predict the reactants needed to synthesize it. The reactants are: [F:1][C:2]1[CH:3]=[C:4]2[C:8](=[CH:9][C:10]=1[O:11]C)[N:7]([S:13]([CH3:16])(=[O:15])=[O:14])[CH:6]=[CH:5]2.B(Br)(Br)Br. (3) Given the product [Br:23][CH2:18][C:9]1[C:8]([O:7][CH2:6][O:5][CH2:4][CH2:3][Si:2]([CH3:21])([CH3:20])[CH3:1])=[CH:17][C:16]2[C:11](=[CH:12][CH:13]=[CH:14][CH:15]=2)[CH:10]=1, predict the reactants needed to synthesize it. The reactants are: [CH3:1][Si:2]([CH3:21])([CH3:20])[CH2:3][CH2:4][O:5][CH2:6][O:7][C:8]1[C:9]([CH2:18]O)=[CH:10][C:11]2[C:16]([CH:17]=1)=[CH:15][CH:14]=[CH:13][CH:12]=2.C(Br)(Br)(Br)[Br:23].C1(P(C2C=CC=CC=2)C2C=CC=CC=2)C=CC=CC=1. (4) Given the product [CH3:8][C:6]1[CH:5]=[CH:4][N:3]=[C:2]([NH:15][CH:16]2[CH2:17][N:18]([C:20]([O:22][C:23]([CH3:26])([CH3:25])[CH3:24])=[O:21])[CH2:19]2)[CH:7]=1, predict the reactants needed to synthesize it. The reactants are: Br[C:2]1[CH:7]=[C:6]([CH3:8])[CH:5]=[CH:4][N:3]=1.CC(C)([O-])C.[Na+].[NH2:15][CH:16]1[CH2:19][N:18]([C:20]([O:22][C:23]([CH3:26])([CH3:25])[CH3:24])=[O:21])[CH2:17]1.C1C=CC(P(C2C(C3C(P(C4C=CC=CC=4)C4C=CC=CC=4)=CC=C4C=3C=CC=C4)=C3C(C=CC=C3)=CC=2)C2C=CC=CC=2)=CC=1. (5) The reactants are: [CH3:1][O:2][C:3]([C:5]1[S:6][C:7]([C:27]2[CH:32]=[CH:31][CH:30]=[CH:29][CH:28]=2)=[CH:8][C:9]=1[NH:10][CH2:11][C:12]1[O:13][C:14]([C:17]2[CH:22]=[CH:21][CH:20]=[C:19]([C:23]([F:26])([F:25])[F:24])[CH:18]=2)=[CH:15][CH:16]=1)=[O:4].[Cl:33][C:34]1[CH:42]=[C:41]([Cl:43])[CH:40]=[CH:39][C:35]=1[C:36](Cl)=[O:37]. Given the product [CH3:1][O:2][C:3]([C:5]1[S:6][C:7]([C:27]2[CH:32]=[CH:31][CH:30]=[CH:29][CH:28]=2)=[CH:8][C:9]=1[N:10]([C:36](=[O:37])[C:35]1[CH:39]=[CH:40][C:41]([Cl:43])=[CH:42][C:34]=1[Cl:33])[CH2:11][C:12]1[O:13][C:14]([C:17]2[CH:22]=[CH:21][CH:20]=[C:19]([C:23]([F:25])([F:24])[F:26])[CH:18]=2)=[CH:15][CH:16]=1)=[O:4], predict the reactants needed to synthesize it. (6) The reactants are: [F:1][C:2](N1C=C(C(F)(F)F)C=N1)([F:7])[C:3]([F:6])([F:5])[F:4].[CH2:17]([SH:24])[C:18]1[CH:23]=[CH:22][CH:21]=[CH:20][CH:19]=1.[CH2:25]([N:27]([CH2:30]C)CC)C.[C:32](#[N:34])[CH3:33]. Given the product [CH2:17]([S:24][C:25]1[N:27]([CH3:30])[N:34]=[C:32]([C:2]([F:1])([F:7])[C:3]([F:4])([F:5])[F:6])[C:33]=1[C:3]([F:6])([F:5])[F:4])[C:18]1[CH:23]=[CH:22][CH:21]=[CH:20][CH:19]=1, predict the reactants needed to synthesize it.